This data is from Blood-brain barrier permeability classification from the B3DB database. The task is: Regression/Classification. Given a drug SMILES string, predict its absorption, distribution, metabolism, or excretion properties. Task type varies by dataset: regression for continuous measurements (e.g., permeability, clearance, half-life) or binary classification for categorical outcomes (e.g., BBB penetration, CYP inhibition). Dataset: b3db_classification. (1) The drug is CN1CCN([C@@H](c2ccccc2)c2ccc(Cl)cc2)CC1. The result is 1 (penetrates BBB). (2) The compound is CCCC(CCC)C(=O)OCOC(=O)C(C)(C)C. The result is 1 (penetrates BBB). (3) The compound is CC(=O)OCC(=O)[C@@]12OC(C)(C)O[C@@H]1C[C@H]1[C@@H]3C[C@H](F)C4=CC(=O)C=C[C@]4(C)[C@@]3(F)[C@@H](O)C[C@@]12C. The result is 1 (penetrates BBB).